From a dataset of Reaction yield outcomes from USPTO patents with 853,638 reactions. Predict the reaction yield, written as a fraction of the theoretical maximum amount of product (1.0 means a 100% yield; for example, 0.34 means a 34% yield). (1) The reactants are B1(B2OC(C)(C)C(C)(C)O2)OC(C)(C)C(C)(C)O1.C([O-])(=O)C.[K+].Br[C:25]1[CH:26]=[C:27]2[C:32](=[CH:33][CH:34]=1)[C:31]([CH3:36])([CH3:35])[CH2:30][CH2:29][C:28]2([CH3:38])[CH3:37].I/[C:40](/[CH3:44])=[CH:41]\[CH2:42][OH:43].C([O-])([O-])=O.[Na+].[Na+]. The catalyst is C1C=CC(P(C2C=CC=CC=2)[C-]2C=CC=C2)=CC=1.C1C=CC(P(C2C=CC=CC=2)[C-]2C=CC=C2)=CC=1.Cl[Pd]Cl.[Fe+2].CN(C=O)C. The product is [CH3:35][C:31]1([CH3:36])[CH2:30][CH2:29][C:28]([CH3:38])([CH3:37])[C:27]2[CH:26]=[C:25](/[C:40](/[CH3:44])=[CH:41]\[CH2:42][OH:43])[CH:34]=[CH:33][C:32]1=2. The yield is 0.770. (2) The reactants are [F:1][C:2]1[CH:7]=[C:6](B(O)O)[CH:5]=[C:4]([F:11])[N:3]=1.Cl.N[C@@H]1CC[CH2:17][CH2:16][C@H:15]1[OH:20].C[Si](C)(C)N[Si](C)(C)C.[Na].IC1COC1. The catalyst is C(O)(C)C.CCO.[Ni](I)I. The product is [F:1][C:2]1[CH:7]=[C:6]([CH:16]2[CH2:15][O:20][CH2:17]2)[CH:5]=[C:4]([F:11])[N:3]=1. The yield is 0.230. (3) The reactants are [CH3:1][C:2]1([CH3:38])[O:6][C@H:5]([CH2:7][N:8]2[CH:12]=[CH:11][C:10]([NH:13][C:14](=[O:37])[CH:15]([N:20]3[C:25](=[O:26])[CH:24]=[C:23]([O:27]N4C5C=CC=CC=5N=N4)[CH:22]=[N:21]3)[CH2:16][CH:17]([CH3:19])[CH3:18])=[N:9]2)[CH2:4][O:3]1.C(=O)([O-])[O-].[Cs+].[Cs+].[NH:45]1[C:53]2[CH:52]=[CH:51][CH:50]=[C:49](O)[C:48]=2[CH:47]=[CH:46]1.CN(C)C=O. The catalyst is C(#N)C. The product is [CH3:1][C:2]1([CH3:38])[O:6][C@H:5]([CH2:7][N:8]2[CH:12]=[CH:11][C:10]([NH:13][C:14](=[O:37])[CH:15]([N:20]3[C:25](=[O:26])[CH:24]=[C:23]([O:27][C:49]4[CH:50]=[CH:51][CH:52]=[C:53]5[C:48]=4[CH:47]=[CH:46][NH:45]5)[CH:22]=[N:21]3)[CH2:16][CH:17]([CH3:18])[CH3:19])=[N:9]2)[CH2:4][O:3]1. The yield is 0.810.